This data is from Forward reaction prediction with 1.9M reactions from USPTO patents (1976-2016). The task is: Predict the product of the given reaction. The product is: [OH:2][CH2:3][CH2:4][O:5][C:6]1([C:18]2[S:19][CH:20]=[CH:21][N:22]=2)[CH2:10][CH2:9][N:8]([C:11]([O:13][C:14]([CH3:17])([CH3:15])[CH3:16])=[O:12])[CH2:7]1. Given the reactants C[O:2][C:3](=O)[CH2:4][O:5][C:6]1([C:18]2[S:19][CH:20]=[CH:21][N:22]=2)[CH2:10][CH2:9][N:8]([C:11]([O:13][C:14]([CH3:17])([CH3:16])[CH3:15])=[O:12])[CH2:7]1.[BH4-].[Na+], predict the reaction product.